From a dataset of Ames mutagenicity test results for genotoxicity prediction. Regression/Classification. Given a drug SMILES string, predict its toxicity properties. Task type varies by dataset: regression for continuous values (e.g., LD50, hERG inhibition percentage) or binary classification for toxic/non-toxic outcomes (e.g., AMES mutagenicity, cardiotoxicity, hepatotoxicity). Dataset: ames. (1) The drug is O=C(O)C[C@H](C(=O)O)[C@@H](CC(=O)O)C(=O)O. The result is 1 (mutagenic). (2) The drug is Nc1c(S(=O)(=O)O)cc(NC2CCCCC2)c2c1C(=O)c1ccccc1C2=O. The result is 0 (non-mutagenic). (3) The molecule is Cn1c(N)nc2c3ncccc3ccc21. The result is 1 (mutagenic). (4) The compound is CC(=O)N(O)c1ccc(/C=C/c2ccccc2)cc1. The result is 1 (mutagenic). (5) The molecule is Oc1ccccc1O. The result is 0 (non-mutagenic). (6) The drug is Nc1ccc2nc3ccc(N)cc3[s+]c2c1. The result is 1 (mutagenic).